From a dataset of Forward reaction prediction with 1.9M reactions from USPTO patents (1976-2016). Predict the product of the given reaction. (1) Given the reactants [CH3:1][Si]([N-][Si](C)(C)C)(C)C.[K+].[C:11]1([S:17]([N:20]2[CH2:24][CH2:23][CH2:22][CH:21]2[CH:25]=O)(=[O:19])=[O:18])[CH:16]=[CH:15][CH:14]=[CH:13][CH:12]=1.Cl, predict the reaction product. The product is: [C:11]1([S:17]([N:20]2[CH2:24][CH2:23][CH2:22][CH:21]2[CH:25]=[CH2:1])(=[O:19])=[O:18])[CH:16]=[CH:15][CH:14]=[CH:13][CH:12]=1. (2) Given the reactants [N:1]1[CH:6]=[CH:5][CH:4]=[N:3][C:2]=1/[CH:7]=[N:8]/[OH:9].[CH2:10]([NH:13][C:14](=[O:20])[O:15][C:16]([CH3:19])([CH3:18])[CH3:17])[C:11]#[CH:12].Cl[O-].[Na+], predict the reaction product. The product is: [N:1]1[CH:6]=[CH:5][CH:4]=[N:3][C:2]=1[C:7]1[CH:12]=[C:11]([CH2:10][NH:13][C:14](=[O:20])[O:15][C:16]([CH3:18])([CH3:17])[CH3:19])[O:9][N:8]=1. (3) Given the reactants [Cl:1][C:2]1[CH:3]=[CH:4][C:5]([NH:11][CH2:12][CH2:13][CH3:14])=[C:6]([CH:10]=1)[C:7]([OH:9])=O.CCN(C(C)C)C(C)C.C1C=CC2N(O)N=NC=2C=1.[CH3:34][C:35]([NH2:39])([C:37]#[CH:38])[CH3:36].CCN=C=NCCCN(C)C, predict the reaction product. The product is: [Cl:1][C:2]1[CH:3]=[CH:4][C:5]([NH:11][CH2:12][CH2:13][CH3:14])=[C:6]([CH:10]=1)[C:7]([NH:39][C:35]([CH3:36])([C:37]#[CH:38])[CH3:34])=[O:9]. (4) Given the reactants [NH:1]1[C:5]2[CH:6]=[CH:7][CH:8]=[CH:9][C:4]=2[N:3]=[C:2]1[CH2:10][N:11]1[C:16](=[O:17])[C:15]([CH2:18][C:19]2[CH:24]=[CH:23][C:22]([C:25]3[C:26]([C:31]#[N:32])=[CH:27][CH:28]=[CH:29][CH:30]=3)=[CH:21][CH:20]=2)=[C:14]([CH2:33][CH2:34][CH2:35][CH3:36])[N:13]=[C:12]1[CH3:37].IC.[C:40](=O)([O-])[O-].[K+].[K+].CN(C)C=O, predict the reaction product. The product is: [CH2:33]([C:14]1[N:13]=[C:12]([CH3:37])[N:11]([CH2:10][C:2]2[N:3]([CH3:40])[C:4]3[CH:9]=[CH:8][CH:7]=[CH:6][C:5]=3[N:1]=2)[C:16](=[O:17])[C:15]=1[CH2:18][C:19]1[CH:24]=[CH:23][C:22]([C:25]2[C:26]([C:31]#[N:32])=[CH:27][CH:28]=[CH:29][CH:30]=2)=[CH:21][CH:20]=1)[CH2:34][CH2:35][CH3:36]. (5) Given the reactants CC(C)=O.[Cl:5][C:6]1[CH:15]=[C:14]2[C:9]([C:10]([C:32]3[CH:33]=[C:34](/[CH:38]=[CH:39]/[C:40]([OH:42])=[O:41])[CH:35]=[CH:36][CH:37]=3)=[C:11]([CH2:17][C:18]([NH:20][C:21]3[CH:26]=[CH:25][C:24]([F:27])=[CH:23][C:22]=3[C:28]([F:31])([F:30])[F:29])=[O:19])[C:12](=[O:16])[O:13]2)=[CH:8][C:7]=1[CH3:43].[OH-].[Na+:45], predict the reaction product. The product is: [Cl:5][C:6]1[CH:15]=[C:14]2[C:9]([C:10]([C:32]3[CH:33]=[C:34](/[CH:38]=[CH:39]/[C:40]([O-:42])=[O:41])[CH:35]=[CH:36][CH:37]=3)=[C:11]([CH2:17][C:18]([NH:20][C:21]3[CH:26]=[CH:25][C:24]([F:27])=[CH:23][C:22]=3[C:28]([F:29])([F:31])[F:30])=[O:19])[C:12](=[O:16])[O:13]2)=[CH:8][C:7]=1[CH3:43].[Na+:45]. (6) Given the reactants CC1(C)C(C)(C)OB([C:9]2[CH:17]=[C:16]3[C:12]([CH:13]=[C:14]([C:23]([O:25][C:26]([CH3:29])([CH3:28])[CH3:27])=[O:24])[N:15]3[C:18]([O:20][CH2:21][CH3:22])=[O:19])=[CH:11][CH:10]=2)O1.Cl[C:32]1[N:37]=[C:36]([N:38]2[CH2:43][CH2:42][O:41][CH2:40][C@@H:39]2[CH3:44])[CH:35]=[C:34]([CH2:45][S:46]([CH3:49])(=[O:48])=[O:47])[N:33]=1.[O-]P([O-])([O-])=O.[K+].[K+].[K+], predict the reaction product. The product is: [CH3:44][C@H:39]1[CH2:40][O:41][CH2:42][CH2:43][N:38]1[C:36]1[CH:35]=[C:34]([CH2:45][S:46]([CH3:49])(=[O:48])=[O:47])[N:33]=[C:32]([C:9]2[CH:17]=[C:16]3[C:12]([CH:13]=[C:14]([C:23]([O:25][C:26]([CH3:27])([CH3:28])[CH3:29])=[O:24])[N:15]3[C:18]([O:20][CH2:21][CH3:22])=[O:19])=[CH:11][CH:10]=2)[N:37]=1. (7) Given the reactants O.OO.N[C:5]([NH2:7])=[O:6].[OH-].[Na+].[CH3:10][O:11][C:12]1[CH:13]=[CH:14][C:15]([CH2:18][C:19]([N:21]2[CH2:46][CH2:45][C:24]3([CH2:27][N:26]([C@H:28]4[C:36]5[C:31](=[CH:32][C:33]([C:37]6[CH:44]=[CH:43][C:40](C#N)=[CH:39][N:38]=6)=[CH:34][CH:35]=5)[CH2:30][CH2:29]4)[CH2:25]3)[CH2:23][CH2:22]2)=[O:20])=[N:16][CH:17]=1, predict the reaction product. The product is: [CH3:10][O:11][C:12]1[CH:13]=[CH:14][C:15]([CH2:18][C:19]([N:21]2[CH2:22][CH2:23][C:24]3([CH2:27][N:26]([C@H:28]4[C:36]5[C:31](=[CH:32][C:33]([C:37]6[CH:44]=[CH:43][C:40]([C:5]([NH2:7])=[O:6])=[CH:39][N:38]=6)=[CH:34][CH:35]=5)[CH2:30][CH2:29]4)[CH2:25]3)[CH2:45][CH2:46]2)=[O:20])=[N:16][CH:17]=1. (8) Given the reactants [F:1][C:2]([F:40])([F:39])[C:3]1[C:4]2[CH2:38][CH2:37][O:36][CH2:35][C:5]=2[N:6]([C:8]2[C:9](=[O:34])[NH:10][C:11](=[O:33])[N:12]([CH2:14][CH2:15][CH2:16][N:17]3[CH2:22][C@H:21]4[C@:19]([C:23]5[CH:28]=[CH:27][C:26]([C:29]([F:32])([F:31])[F:30])=[CH:25][CH:24]=5)([CH2:20]4)[CH2:18]3)[CH:13]=2)[N:7]=1.[ClH:41].CO, predict the reaction product. The product is: [ClH:41].[ClH:41].[F:40][C:2]([F:1])([F:39])[C:3]1[C:4]2[CH2:38][CH2:37][O:36][CH2:35][C:5]=2[N:6]([C:8]2[C:9](=[O:34])[NH:10][C:11](=[O:33])[N:12]([CH2:14][CH2:15][CH2:16][N:17]3[CH2:22][C@H:21]4[C@:19]([C:23]5[CH:24]=[CH:25][C:26]([C:29]([F:32])([F:31])[F:30])=[CH:27][CH:28]=5)([CH2:20]4)[CH2:18]3)[CH:13]=2)[N:7]=1. (9) Given the reactants [CH3:1][C:2]1[C:7]([CH3:8])=[C:6](O)[C:5]([CH3:10])=[CH:4][C:3]=1[OH:11].[C:12](=[O:15])([O-])[O-].[K+].[K+].[CH3:18]I, predict the reaction product. The product is: [CH3:18][O:11][C:3]1[CH:4]=[C:5]([CH3:10])[C:6]([O:15][CH3:12])=[C:7]([CH3:8])[C:2]=1[CH3:1]. (10) Given the reactants [CH3:1][CH:2]1[O:7][CH:6]([CH3:8])[CH2:5][N:4]([C:9]2[N:14]=[C:13]([O:15]C)[C:12]([C:17]3[CH:22]=[CH:21][N:20]=[C:19]([CH3:23])[CH:18]=3)=[CH:11][N:10]=2)[CH2:3]1.C(O)(=O)C, predict the reaction product. The product is: [CH3:8][C@H:6]1[O:7][C@@H:2]([CH3:1])[CH2:3][N:4]([C:9]2[NH:10][CH:11]=[C:12]([C:17]3[CH:22]=[CH:21][N:20]=[C:19]([CH3:23])[CH:18]=3)[C:13](=[O:15])[N:14]=2)[CH2:5]1.